From a dataset of Forward reaction prediction with 1.9M reactions from USPTO patents (1976-2016). Predict the product of the given reaction. (1) Given the reactants Cl.[C:2]([O:5][CH2:6][C:7]1[N:8]=[C:9]([NH2:12])[S:10][CH:11]=1)(=[O:4])[CH3:3].N1C=CC=CC=1.[C:19](Cl)(=[O:21])[CH3:20].O, predict the reaction product. The product is: [C:2]([O:5][CH2:6][C:7]1[N:8]=[C:9]([NH:12][C:19](=[O:21])[CH3:20])[S:10][CH:11]=1)(=[O:4])[CH3:3]. (2) Given the reactants Cl[C:2]1[N:12]=[CH:11][CH:10]=[CH:9][C:3]=1[C:4]([O:6][CH2:7][CH3:8])=[O:5].[CH3:13][O-:14].[Na+], predict the reaction product. The product is: [CH2:7]([O:6][C:4](=[O:5])[C:3]1[CH:9]=[CH:10][CH:11]=[N:12][C:2]=1[O:14][CH3:13])[CH3:8].